This data is from Reaction yield outcomes from USPTO patents with 853,638 reactions. The task is: Predict the reaction yield, written as a fraction of the theoretical maximum amount of product (1.0 means a 100% yield; for example, 0.34 means a 34% yield). (1) The reactants are C([O:3][C:4](=[O:18])[CH:5]([P:7]([O:15]CC)([C:9]1[CH:14]=[CH:13][CH:12]=[CH:11][CH:10]=1)=[O:8])[OH:6])C. The catalyst is Cl. The product is [OH:6][CH:5]([P:7]([OH:15])([C:9]1[CH:10]=[CH:11][CH:12]=[CH:13][CH:14]=1)=[O:8])[C:4]([OH:18])=[O:3]. The yield is 0.900. (2) The reactants are [NH:1]1[C:9]2[C:4](=[CH:5][C:6]([N:10]3[CH:14]=[C:13]([C:15](O)=[O:16])[C:12]([C:18]([F:21])([F:20])[F:19])=[N:11]3)=[CH:7][CH:8]=2)[CH:3]=[CH:2]1.C1C=CC2N(O)N=NC=2C=1.O.CCN=C=NCCCN(C)C.Cl.Cl.[NH2:46][CH2:47][CH2:48][NH:49][C:50](=[O:60])[C:51]1[CH:56]=[CH:55][C:54]([O:57][CH2:58][CH3:59])=[CH:53][CH:52]=1.CCN(C(C)C)C(C)C. The catalyst is CN(C=O)C. The product is [CH2:58]([O:57][C:54]1[CH:53]=[CH:52][C:51]([C:50]([NH:49][CH2:48][CH2:47][NH:46][C:15]([C:13]2[C:12]([C:18]([F:21])([F:19])[F:20])=[N:11][N:10]([C:6]3[CH:5]=[C:4]4[C:9](=[CH:8][CH:7]=3)[NH:1][CH:2]=[CH:3]4)[CH:14]=2)=[O:16])=[O:60])=[CH:56][CH:55]=1)[CH3:59]. The yield is 0.0500. (3) The reactants are Br[C:2]1[CH:3]=[C:4]2[C:8](=[CH:9][CH:10]=1)[N:7]([CH2:11][C:12]([O:14][CH2:15][CH3:16])=[O:13])[CH:6]=[C:5]2[CH2:17][C:18]#[N:19].[C:20]1(B(O)O)[CH:25]=[CH:24][CH:23]=[CH:22][CH:21]=1.C([O-])([O-])=O.[Na+].[Na+].O. The catalyst is COCCOC.CC([O-])=O.CC([O-])=O.[Pd+2].C1C=CC(P(C2C=CC=CC=2)C2C=CC=CC=2)=CC=1. The product is [C:18]([CH2:17][C:5]1[C:4]2[C:8](=[CH:9][CH:10]=[C:2]([C:20]3[CH:25]=[CH:24][CH:23]=[CH:22][CH:21]=3)[CH:3]=2)[N:7]([CH2:11][C:12]([O:14][CH2:15][CH3:16])=[O:13])[CH:6]=1)#[N:19]. The yield is 0.450.